Dataset: Reaction yield outcomes from USPTO patents with 853,638 reactions. Task: Predict the reaction yield, written as a fraction of the theoretical maximum amount of product (1.0 means a 100% yield; for example, 0.34 means a 34% yield). (1) The reactants are [I:1][C:2]1[CH:7]=[CH:6][C:5]([OH:8])=[CH:4][CH:3]=1.CCCCCC.[O:15]1[CH:20]=[CH:19][CH2:18][CH2:17][CH2:16]1. The catalyst is S(=O)(=O)(O)O. The product is [I:1][C:2]1[CH:7]=[CH:6][C:5]([O:8][CH:16]2[CH2:17][CH2:18][CH2:19][CH2:20][O:15]2)=[CH:4][CH:3]=1. The yield is 0.659. (2) The reactants are C[O:2][C:3](=[O:17])[C:4]([NH2:16])([C:8]([C:10]1[CH:11]=[N:12][CH:13]=[CH:14][CH:15]=1)=[O:9])[CH:5]([CH3:7])[CH3:6].C1COCC1.[Li+].[OH-]. The catalyst is CO.O. The product is [CH3:6][CH:5]([CH3:7])[C:4]([NH2:16])([C:8]([C:10]1[CH:11]=[N:12][CH:13]=[CH:14][CH:15]=1)=[O:9])[C:3]([OH:17])=[O:2]. The yield is 0.990. (3) The reactants are [NH2:1][C:2]1[CH:18]=[CH:17][CH:16]=[C:15]([CH3:19])[C:3]=1[C:4]([NH:6][CH:7]1[CH2:12][CH2:11][C:10](=[O:13])[NH:9][C:8]1=[O:14])=[O:5].C1N=CN([C:25](N2C=NC=C2)=[O:26])C=1. The catalyst is CN(C1C=CN=CC=1)C.C(#N)C. The yield is 0.810. The product is [OH:26][C:25]1[N:6]([CH:7]2[CH2:12][CH2:11][C:10](=[O:13])[NH:9][C:8]2=[O:14])[C:4](=[O:5])[C:3]2[C:2](=[CH:18][CH:17]=[CH:16][C:15]=2[CH3:19])[N:1]=1. (4) The reactants are [OH:1][C:2]1[CH:11]=[C:10]2[C:5]([C:6]([O:12][C:13]3[CH:14]=[C:15]4[C:19](=[CH:20][CH:21]=3)[NH:18][CH:17]=[CH:16]4)=[N:7][CH:8]=[N:9]2)=[CH:4][C:3]=1[O:22][CH3:23].C(=O)([O-])[O-].C1(C)C=CC(S([CH2:37][C@@H:38]2[NH:42][C:41](=[O:43])[CH2:40][CH2:39]2)(=O)=O)=CC=1. The catalyst is CN(C=O)C. The product is [NH:18]1[C:19]2[C:15](=[CH:14][C:13]([O:12][C:6]3[C:5]4[C:10](=[CH:11][C:2]([O:1][CH2:37][C@@H:38]5[NH:42][C:41](=[O:43])[CH2:40][CH2:39]5)=[C:3]([O:22][CH3:23])[CH:4]=4)[N:9]=[CH:8][N:7]=3)=[CH:21][CH:20]=2)[CH:16]=[CH:17]1. The yield is 0.0650.